Dataset: Catalyst prediction with 721,799 reactions and 888 catalyst types from USPTO. Task: Predict which catalyst facilitates the given reaction. (1) Reactant: C(OC([N:8]1[CH2:13][CH2:12][CH:11]([CH2:14][CH2:15][CH2:16][NH2:17])[CH2:10][CH2:9]1)=O)(C)(C)C.[CH3:18][NH:19][C:20]([C:22]1[CH:23]=[CH:24][C:25]2[CH:29]=[C:28]([C:30]3[C:35]([Cl:36])=[CH:34][N:33]=[C:32](Cl)[N:31]=3)[S:27][C:26]=2[CH:38]=1)=[O:21].C(N(C(C)C)CC)(C)C.C([SiH](CC)CC)C.C(O)(C(F)(F)F)=O. Product: [CH3:18][NH:19][C:20]([C:22]1[CH:23]=[CH:24][C:25]2[CH:29]=[C:28]([C:30]3[C:35]([Cl:36])=[CH:34][N:33]=[C:32]([NH:17][CH2:16][CH2:15][CH2:14][CH:11]4[CH2:10][CH2:9][NH:8][CH2:13][CH2:12]4)[N:31]=3)[S:27][C:26]=2[CH:38]=1)=[O:21]. The catalyst class is: 346. (2) Reactant: [Br:1][C:2]1[CH:7]=[CH:6][C:5](/[C:8](=[N:22]\[O:23][CH2:24][CH3:25])/[CH:9]2[CH2:14][CH2:13][N:12]([C:15]3([CH3:21])[CH2:20][CH2:19][NH:18][CH2:17][CH2:16]3)[CH2:11][CH2:10]2)=[CH:4][CH:3]=1.[CH3:26][N:27]1[C:35]2[C:30](=[CH:31][CH:32]=[C:33]([C:36]([OH:38])=O)[CH:34]=2)[CH:29]=[CH:28]1.[CH3:39]CN(CC)CC.CN(C(ON1N=NC2C=CC=NC1=2)=[N+](C)C)C.F[P-](F)(F)(F)(F)F. Product: [Br:1][C:2]1[CH:7]=[CH:6][C:5](/[C:8](=[N:22]\[O:23][CH2:24][CH3:25])/[CH:9]2[CH2:10][CH2:11][N:12]([C:15]3([CH3:21])[CH2:20][CH2:19][N:18]([C:36]([C:33]4[CH:34]=[C:35]5[C:30]([CH:29]=[CH:28][N:27]5[CH2:26][CH3:39])=[CH:31][CH:32]=4)=[O:38])[CH2:17][CH2:16]3)[CH2:13][CH2:14]2)=[CH:4][CH:3]=1. The catalyst class is: 3. (3) The catalyst class is: 2. Reactant: [F:1][CH:2]([F:34])[C:3]([N:5]1[C@H:9]([CH2:10][F:11])[C@@H:8]([C:12]2[CH:17]=[CH:16][C:15]([C:18]3[CH:19]=[N:20][C:21]([CH:24]([N:26]4[CH2:31][CH2:30][O:29][CH2:28][CH2:27]4)[CH3:25])=[CH:22][CH:23]=3)=[CH:14][CH:13]=2)[O:7]C1(C)C)=[O:4].FC(F)(F)C(O)=O. Product: [F:34][CH:2]([F:1])[C:3]([NH:5][C@H:9]([CH2:10][F:11])[C@H:8]([OH:7])[C:12]1[CH:13]=[CH:14][C:15]([C:18]2[CH:19]=[N:20][C:21]([CH:24]([N:26]3[CH2:27][CH2:28][O:29][CH2:30][CH2:31]3)[CH3:25])=[CH:22][CH:23]=2)=[CH:16][CH:17]=1)=[O:4]. (4) Reactant: [C:1](=[S:3])=S.[OH-].[K+].C(O)C.[F:9][C:10]1[CH:38]=[CH:37][C:13]([O:14][C:15]2[C:23]3[N:22]=C(C4C=CC=CN=4)[NH:20][C:19]=3[CH:18]=[C:17]([O:30][C:31]3[CH:32]=[N:33][CH:34]=[CH:35][CH:36]=3)[CH:16]=2)=[CH:12][CH:11]=1. Product: [F:9][C:10]1[CH:38]=[CH:37][C:13]([O:14][C:15]2[C:23]3[N:22]=[C:1]([SH:3])[NH:20][C:19]=3[CH:18]=[C:17]([O:30][C:31]3[CH:32]=[N:33][CH:34]=[CH:35][CH:36]=3)[CH:16]=2)=[CH:12][CH:11]=1. The catalyst class is: 13. (5) Reactant: [CH3:1][O:2][C:3]([C:5]1([C:9]2[CH:14]=[CH:13][C:12]([NH2:15])=[CH:11][CH:10]=2)[CH2:8][CH2:7][CH2:6]1)=[O:4].Cl[C:17]1[N:22]=[C:21]([N:23]2[CH2:28][CH2:27][O:26][CH2:25][CH2:24]2)[CH:20]=[C:19]([C:29]2[CH:34]=[CH:33][C:32]([F:35])=[CH:31][CH:30]=2)[N:18]=1. Product: [CH3:1][O:2][C:3]([C:5]1([C:9]2[CH:10]=[CH:11][C:12]([NH:15][C:17]3[N:18]=[C:19]([C:29]4[CH:34]=[CH:33][C:32]([F:35])=[CH:31][CH:30]=4)[CH:20]=[C:21]([N:23]4[CH2:24][CH2:25][O:26][CH2:27][CH2:28]4)[N:22]=3)=[CH:13][CH:14]=2)[CH2:6][CH2:7][CH2:8]1)=[O:4]. The catalyst class is: 51.